Task: Binary Classification. Given a miRNA mature sequence and a target amino acid sequence, predict their likelihood of interaction.. Dataset: Experimentally validated miRNA-target interactions with 360,000+ pairs, plus equal number of negative samples (1) The miRNA is hsa-miR-548e-5p with sequence CAAAAGCAAUCGCGGUUUUUGC. The protein sequence of the target gene is MEEDSLEDSNLPPKVWHSEMTVSVTGEPPSTVEEEGIPKETDIEIIPEIPETLEPLSLPDVLRISAVLEDTTDQLSILNYIMPVQYEGRQSICVKSREMNLEGTNLDKLPMASTITKIPSPLITEEGPNLPEIRHRGRFAVEFNKMQDLVFKKPTRQTIMTTETLKKIQIDRQFFSDVIADTIKELQDSATYNSLLQALSKERENKMHFYDIIAREEKGRKQIISLQKQLINVKKEWQFEVQSQNEYIANLKDQLQEMKAKSNLENRYMKTNTELQIAQTQKKCNRTEELLVEEIEKLRM.... Result: 1 (interaction). (2) The miRNA is hsa-miR-6857-5p with sequence UUGGGGAUUGGGUCAGGCCAGU. The protein sequence of the target gene is MLGIFFLGVLAPASLGLSALAKLQPTGSQCVEHECFALFQGPATFLDASQACQRLQGHLMTVRSSVAADVISLLLSQSSMDLGPWIGLQLPQGCDDPVHLGPLRGFQWVTGDNHTSYSRWARPNDQTAPLCGPLCVTVSTATEAAPGEPAWEEKPCETETQGFLCEFYFTASCRPLTVNTRDPEAAHISSTYNTPFGVSGADFQTLPVGSSAAVEPLGLELVCRAPPGTSEGHWAWEATGAWNCSVENGGCEYLCNRSTNEPRCLCPRDMDLQADGRSCARPVVQSCNELCEHFCVSNAE.... Result: 0 (no interaction). (3) The miRNA is hsa-miR-4482-3p with sequence UUUCUAUUUCUCAGUGGGGCUC. The protein sequence of the target gene is MGKGDPNKPRGKMSSYAFFVQTCREEHKKKHPDSSVNFAEFSKKCSERWKTMSAKEKSKFEDLAKSDKARYDREMKNYVPPKGDKKGKKKDPNAPKRPPSAFFLFCSENRPKIKIEHPGLSIGDTAKKLGEMWSEQSAKDKQPYEQKAAKLKEKYEKDIAAYRAKGKSEAGKKGPGRPTGSKKKNEPEDEEEEEEEEEEEDDEEEEEDEE. Result: 0 (no interaction). (4) The miRNA is hsa-miR-1268a with sequence CGGGCGUGGUGGUGGGGG. The protein sequence of the target gene is MGSQEVLGQAARLASSGLLLQVLFRLITFVLNAFILRFLSKEIVGIVNVRLTLLYSTTTFLAREAFRRACLSGGAQRDWSQTLNLLWLTVPLGIFWSSCLGWVWLQLLEVPDPDVVPYYGTGVLFFGLSAVVELLGEPFWVLAQAHMFVKLKVLAESMSVILRSVLTALLVLWLPHWGLYIFSLAQLLYTTVLVLCYAIYLIQLLRSPESAKQLTLPVSRVTQLLPSISRSRAFVNWKEAGLAWSFFKQSFLKQILTEGERYVMTFLNVLNFGDQGVYDIVNNLGSLVARLIFQPVEESF.... Result: 0 (no interaction). (5) The miRNA is mmu-miR-1258-5p with sequence UGCUGAGCUAAUUCCCUAACUG. The protein sequence of the target gene is MTQGPGGRAPPAPPAPPEPEAPTTFCALLPRMPQWKFAAPGGFLGRGPAAARAAGASGGADPQPEPAGPGGVPALAAAVLGACEPRCAAPCPLPALSRCRGAGSRGSRGGRGAAGSGDAAAAAEWIRKGSFIHKPAHGWLHPDARVLGPGVSYVVRYMGCIEVLRSMRSLDFNTRTQVTREAINRLHEAVPGVRGSWKKKAPNKALASVLGKSNLRFAGMSISIHISTDGLSLSVPATRQVIANHHMPSISFASGGDTDMTDYVAYVAKDPINQRACHILECCEGLAQSIISTVGQAFEL.... Result: 0 (no interaction).